From a dataset of Full USPTO retrosynthesis dataset with 1.9M reactions from patents (1976-2016). Predict the reactants needed to synthesize the given product. (1) Given the product [OH:4][C:20]1[CH:28]=[CH:27][CH:26]=[C:25]2[C:21]=1[CH2:22][CH:23]([CH3:45])[N:24]2[C:29](=[O:44])[CH2:30][C:31]1[NH:36][C:35](=[O:37])[CH:34]=[C:33]([N:38]2[CH2:43][CH2:42][O:41][CH2:40][CH2:39]2)[N:32]=1, predict the reactants needed to synthesize it. The reactants are: N1(C2N=C(CC([O-])=O)NC(=O)C=2)CC[O:4]CC1.[Na+].Cl[C:20]1[CH:28]=[CH:27][CH:26]=[C:25]2[C:21]=1[CH2:22][CH:23]([CH3:45])[N:24]2[C:29](=[O:44])[CH2:30][C:31]1[NH:36][C:35](=[O:37])[CH:34]=[C:33]([N:38]2[CH2:43][CH2:42][O:41][CH2:40][CH2:39]2)[N:32]=1.Cl.CN(C)CCCN=C=NCC. (2) Given the product [CH3:16][S:15][C:13]1[C:14]2[C:6]([C:2]3[S:36][CH:5]=[CH:4][CH:3]=3)=[CH:7][N:8]([C@@H:17]3[O:23][C@H:22]([CH2:24][OH:25])[C@@H:20]([OH:21])[C@H:18]3[OH:19])[C:9]=2[N:10]=[CH:11][N:12]=1, predict the reactants needed to synthesize it. The reactants are: O1[CH:5]=[CH:4][CH:3]=[C:2]1[C:6]1[C:14]2[C:13]([S:15][CH3:16])=[N:12][CH:11]=[N:10][C:9]=2[N:8]([C@@H:17]2[O:23][C@H:22]([CH2:24][OH:25])[C@@H:20]([OH:21])[C@H:18]2[OH:19])[CH:7]=1.IC1C2C([S:36]C)=NC=NC=2N([C@@H]2O[C@H](CO)[C@@H](O)[C@H]2O)C=1.S1C=CC=C1B(O)O. (3) Given the product [Br:3][C:4]1[CH:5]=[C:6]2[CH:7]=[CH:8][N:9]([Si:16]([CH:20]([CH3:22])[CH3:21])([CH:17]([CH3:19])[CH3:18])[CH:13]([CH3:15])[CH3:14])[C:10]2=[N:11][CH:12]=1, predict the reactants needed to synthesize it. The reactants are: [H-].[Na+].[Br:3][C:4]1[CH:5]=[C:6]2[C:10](=[N:11][CH:12]=1)[NH:9][CH:8]=[CH:7]2.[CH:13]([Si:16](Cl)([CH:20]([CH3:22])[CH3:21])[CH:17]([CH3:19])[CH3:18])([CH3:15])[CH3:14]. (4) Given the product [CH3:29][S:30]([O:28][CH:5]1[CH2:6][CH:7]([C:8]2[N:12]3[C:13]4[CH:19]=[CH:18][N:17]([CH2:20][O:21][CH2:22][CH2:23][Si:24]([CH3:26])([CH3:25])[CH3:27])[C:14]=4[N:15]=[CH:16][C:11]3=[N:10][N:9]=2)[CH:3]([CH2:1][CH3:2])[CH2:4]1)(=[O:32])=[O:31], predict the reactants needed to synthesize it. The reactants are: [CH2:1]([C@H:3]1[C@@H:7]([C:8]2[N:12]3[C:13]4[CH:19]=[CH:18][N:17]([CH2:20][O:21][CH2:22][CH2:23][Si:24]([CH3:27])([CH3:26])[CH3:25])[C:14]=4[N:15]=[CH:16][C:11]3=[N:10][N:9]=2)[CH2:6][C@H:5]([OH:28])[CH2:4]1)[CH3:2].[CH3:29][S:30](Cl)(=[O:32])=[O:31]. (5) Given the product [F:1][C:2]1[CH:3]=[C:4]([CH:14]=[CH:15][C:16]=1[F:17])[C:5]([NH:7][C@@H:8]1[CH2:13][CH2:12][CH2:11][N:10]([CH:26]2[CH2:27][CH2:28][N:23]([C:18]([O:20][CH2:21][CH3:22])=[O:19])[CH2:24][CH2:25]2)[CH2:9]1)=[O:6], predict the reactants needed to synthesize it. The reactants are: [F:1][C:2]1[CH:3]=[C:4]([CH:14]=[CH:15][C:16]=1[F:17])[C:5]([NH:7][C@@H:8]1[CH2:13][CH2:12][CH2:11][NH:10][CH2:9]1)=[O:6].[C:18]([N:23]1[CH2:28][CH2:27][C:26](=O)[CH2:25][CH2:24]1)([O:20][CH2:21][CH3:22])=[O:19].[N-]=C=O. (6) Given the product [CH2:36]([N:35]([CH2:32][CH2:33][CH3:34])[C:11](=[O:12])[CH2:10][C:9]1[C:8]2[CH:14]=[C:15]([O:18][CH3:19])[CH:16]=[CH:17][C:7]=2[O:6][C:5]=1[C:3](=[O:4])[C:2]([CH3:21])([CH3:1])[CH3:20])[CH2:37][CH2:38][CH3:39], predict the reactants needed to synthesize it. The reactants are: [CH3:1][C:2]([CH3:21])([CH3:20])[C:3]([C:5]1[O:6][C:7]2[CH:17]=[CH:16][C:15]([O:18][CH3:19])=[CH:14][C:8]=2[C:9]=1[CH2:10][C:11](O)=[O:12])=[O:4].C1C=CC2N(O)N=NC=2C=1.[CH2:32]([NH:35][CH2:36][CH2:37][CH2:38][CH3:39])[CH2:33][CH3:34].CCN(C(C)C)C(C)C. (7) Given the product [NH2:25][C:11]1[C:10]([C:8]2[S:9][C:5]3[CH:4]=[CH:3][C:2]([NH:1][C:36]([NH:35][C:31]4[CH:32]=[CH:33][CH:34]=[C:29]([CH2:27][CH3:28])[CH:30]=4)=[O:37])=[CH:26][C:6]=3[CH:7]=2)=[CH:15][C:14]([B:16]2[O:20][C:19]([CH3:22])([CH3:21])[C:18]([CH3:24])([CH3:23])[O:17]2)=[CH:13][N:12]=1, predict the reactants needed to synthesize it. The reactants are: [NH2:1][C:2]1[CH:3]=[CH:4][C:5]2[S:9][C:8]([C:10]3[C:11]([NH2:25])=[N:12][CH:13]=[C:14]([B:16]4[O:20][C:19]([CH3:22])([CH3:21])[C:18]([CH3:24])([CH3:23])[O:17]4)[CH:15]=3)=[CH:7][C:6]=2[CH:26]=1.[CH2:27]([C:29]1[CH:34]=[CH:33][CH:32]=[C:31]([N:35]=[C:36]=[O:37])[CH:30]=1)[CH3:28].